From a dataset of Reaction yield outcomes from USPTO patents with 853,638 reactions. Predict the reaction yield, written as a fraction of the theoretical maximum amount of product (1.0 means a 100% yield; for example, 0.34 means a 34% yield). (1) The reactants are [NH2:1][C:2]1[CH:7]=[CH:6][C:5]([C:8]2([C:11]#[N:12])[CH2:10][CH2:9]2)=[CH:4][CH:3]=1.C1C(=O)N([Br:20])C(=O)C1. The catalyst is CC#N.CCOC(C)=O. The product is [NH2:1][C:2]1[CH:3]=[CH:4][C:5]([C:8]2([C:11]#[N:12])[CH2:9][CH2:10]2)=[CH:6][C:7]=1[Br:20]. The yield is 0.800. (2) The reactants are C[O:2][C:3]([C:5]1[CH:19]=[CH:18][C:8]2[CH:9]=[C:10]([C:12]3[CH:17]=[CH:16][CH:15]=[CH:14][CH:13]=3)[O:11][C:7]=2[CH:6]=1)=[O:4].O[Li].O. The catalyst is C(O)C. The product is [C:12]1([C:10]2[O:11][C:7]3[CH:6]=[C:5]([C:3]([OH:4])=[O:2])[CH:19]=[CH:18][C:8]=3[CH:9]=2)[CH:13]=[CH:14][CH:15]=[CH:16][CH:17]=1. The yield is 0.520. (3) The reactants are [Cl:1][C:2]1[CH:7]=[C:6]([O:8][C:9]([C:12]([O:14][CH2:15]C)=[O:13])([CH3:11])[CH3:10])[C:5]([Cl:17])=[CH:4][C:3]=1[O:18]C(=O)C1C=CC=CC=1.[Na].Cl. The catalyst is CO. The product is [CH3:15][O:14][C:12](=[O:13])[C:9]([O:8][C:6]1[CH:7]=[C:2]([Cl:1])[C:3]([OH:18])=[CH:4][C:5]=1[Cl:17])([CH3:11])[CH3:10]. The yield is 0.620. (4) The reactants are [S:1](Cl)([C:4]1[CH:10]=[CH:9][C:7]([CH3:8])=[CH:6][CH:5]=1)(=[O:3])=[O:2].[N-:12]=[N+:13]=[N-:14].[Na+]. The catalyst is CC(C)=O.O. The product is [S:1]([N:12]=[N+:13]=[N-:14])([C:4]1[CH:10]=[CH:9][C:7]([CH3:8])=[CH:6][CH:5]=1)(=[O:3])=[O:2]. The yield is 0.880.